This data is from Catalyst prediction with 721,799 reactions and 888 catalyst types from USPTO. The task is: Predict which catalyst facilitates the given reaction. (1) Reactant: [CH3:1][O:2][C:3]1[CH:9]=[C:8]([N+:10]([O-:12])=[O:11])[CH:7]=[C:6]([O:13][CH3:14])[C:4]=1[O-:5].[K+].C([O-])([O-])=O.[K+].[K+].[Na+].[I-].Br[CH2:25][CH2:26][Cl:27]. Product: [CH3:1][O:2][C:3]1[CH:9]=[C:8]([N+:10]([O-:12])=[O:11])[CH:7]=[C:6]([O:13][CH3:14])[C:4]=1[O:5][CH2:25][CH2:26][Cl:27]. The catalyst class is: 23. (2) Reactant: [O:1]=[C:2]1[N:6]([C:7]2[CH:8]=[CH:9][C:10]3[CH2:16][CH2:15][CH2:14][CH2:13][C:12](=[O:17])[C:11]=3[CH:18]=2)[CH2:5][C@H:4]([CH2:19][NH:20][C:21](=[O:23])[CH3:22])[O:3]1.[B-](F)(F)(F)[F:25].[B-](F)(F)(F)F.C1[N+]2(O)CC[N+](F)(CC2)C1.CO. Product: [F:25][CH:13]1[C:12](=[O:17])[C:11]2[CH:18]=[C:7]([N:6]3[CH2:5][C@H:4]([CH2:19][NH:20][C:21](=[O:23])[CH3:22])[O:3][C:2]3=[O:1])[CH:8]=[CH:9][C:10]=2[CH2:16][CH2:15][CH2:14]1. The catalyst class is: 4. (3) Reactant: [N:1]1([C:6]([O:8][C:9]2[CH:14]=[CH:13][C:12]([C:15]([CH3:18])([CH3:17])[CH3:16])=[CH:11][CH:10]=2)=[O:7])[CH:5]=[CH:4][N:3]=[CH:2]1.[F:19][B-:20]([F:23])([F:22])[F:21].[CH3:24][O+](C)C. Product: [F:19][B-:20]([F:23])([F:22])[F:21].[C:15]([C:12]1[CH:13]=[CH:14][C:9]([O:8][C:6]([N:1]2[CH:5]=[CH:4][N+:3]([CH3:24])=[CH:2]2)=[O:7])=[CH:10][CH:11]=1)([CH3:18])([CH3:17])[CH3:16]. The catalyst class is: 4.